Dataset: CYP3A4 inhibition data for predicting drug metabolism from PubChem BioAssay. Task: Regression/Classification. Given a drug SMILES string, predict its absorption, distribution, metabolism, or excretion properties. Task type varies by dataset: regression for continuous measurements (e.g., permeability, clearance, half-life) or binary classification for categorical outcomes (e.g., BBB penetration, CYP inhibition). Dataset: cyp3a4_veith. (1) The compound is O=C1c2ccccc2C(=O)C1c1ccccc1. The result is 0 (non-inhibitor). (2) The molecule is O=C(NCC1CCCO1)c1cc(-c2ccc(Cl)cc2Cl)on1. The result is 0 (non-inhibitor). (3) The compound is COc1ccc(C)cc1NC(=O)CCC(=O)Nc1nnc(C(F)(F)F)s1. The result is 0 (non-inhibitor). (4) The molecule is CCOC(=S)NC(=O)c1sc2ccccc2c1Cl. The result is 0 (non-inhibitor). (5) The compound is Cc1ccc(S(=O)(=O)N2CCN(C(=O)C3COc4ccccc4O3)CC2)cc1C. The result is 1 (inhibitor). (6) The compound is CCCCSc1nnc(-c2ccc(C)cc2)n1C. The result is 0 (non-inhibitor). (7) The drug is Cc1ccc2nc(N/N=C/c3ccccc3C#N)nc(-c3ccccc3)c2c1. The result is 1 (inhibitor).